This data is from Reaction yield outcomes from USPTO patents with 853,638 reactions. The task is: Predict the reaction yield, written as a fraction of the theoretical maximum amount of product (1.0 means a 100% yield; for example, 0.34 means a 34% yield). The reactants are [C:1]([C:3]1[CH:8]=[CH:7][C:6]([N:9]2[C:13](=[O:14])[C:12]([CH3:16])([CH3:15])[N:11]([C:17]3[CH:18]=[CH:19][C:20]([O:23][CH2:24][C:25]4([NH:28]C(=O)OC(C)(C)C)[CH2:27][CH2:26]4)=[N:21][CH:22]=3)[C:10]2=[S:36])=[CH:5][C:4]=1[C:37]([F:40])([F:39])[F:38])#[N:2].[OH-].[Na+]. The catalyst is Cl.CO. The product is [NH2:28][C:25]1([CH2:24][O:23][C:20]2[N:21]=[CH:22][C:17]([N:11]3[C:12]([CH3:15])([CH3:16])[C:13](=[O:14])[N:9]([C:6]4[CH:7]=[CH:8][C:3]([C:1]#[N:2])=[C:4]([C:37]([F:40])([F:39])[F:38])[CH:5]=4)[C:10]3=[S:36])=[CH:18][CH:19]=2)[CH2:26][CH2:27]1. The yield is 0.985.